From a dataset of Reaction yield outcomes from USPTO patents with 853,638 reactions. Predict the reaction yield, written as a fraction of the theoretical maximum amount of product (1.0 means a 100% yield; for example, 0.34 means a 34% yield). (1) The reactants are [CH3:1][O:2][C:3]1[CH:20]=[C:19]2[C:6]([C@@:7]3([CH3:24])[C@H:16]([CH2:17][S:18]2)[C@:15]2([CH3:21])[C@H:10]([C:11]([CH3:23])([CH3:22])[CH2:12][CH2:13][CH2:14]2)[CH2:9][CH2:8]3)=[C:5]([OH:25])[CH:4]=1.N1C=CC=CC=1.[F:32][C:33]([F:46])([F:45])[S:34](O[S:34]([C:33]([F:46])([F:45])[F:32])(=[O:36])=[O:35])(=[O:36])=[O:35]. The catalyst is C(Cl)Cl. The product is [F:32][C:33]([F:46])([F:45])[S:34]([O:25][C:5]1[CH:4]=[C:3]([O:2][CH3:1])[CH:20]=[C:19]2[C:6]=1[C@@:7]1([CH3:24])[C@H:16]([CH2:17][S:18]2)[C@:15]2([CH3:21])[C@H:10]([C:11]([CH3:23])([CH3:22])[CH2:12][CH2:13][CH2:14]2)[CH2:9][CH2:8]1)(=[O:36])=[O:35]. The yield is 1.00. (2) The reactants are C1COCC1.Br[C:7]1[N:11]([CH3:12])[N:10]=[CH:9][N:8]=1.Br[C:14]1[C:15]([CH3:35])=[C:16]([C:19]2[N:23]3[N:24]=[C:25]([CH3:33])[CH:26]=[C:27]([CH:28]([CH2:31][CH3:32])[CH2:29][CH3:30])[C:22]3=[N:21][C:20]=2[CH3:34])[S:17][CH:18]=1. The catalyst is CCOC(C)=O.[Zn].C1C=CC(P(C2C=CC=CC=2)[C-]2C=CC=C2)=CC=1.C1C=CC(P(C2C=CC=CC=2)[C-]2C=CC=C2)=CC=1.Cl[Pd]Cl.[Fe+2]. The product is [CH2:29]([CH:28]([C:27]1[C:22]2[N:23]([C:19]([C:16]3[S:17][CH:18]=[C:14]([C:7]4[N:11]([CH3:12])[N:10]=[CH:9][N:8]=4)[C:15]=3[CH3:35])=[C:20]([CH3:34])[N:21]=2)[N:24]=[C:25]([CH3:33])[CH:26]=1)[CH2:31][CH3:32])[CH3:30]. The yield is 0.190.